From a dataset of Reaction yield outcomes from USPTO patents with 853,638 reactions. Predict the reaction yield, written as a fraction of the theoretical maximum amount of product (1.0 means a 100% yield; for example, 0.34 means a 34% yield). (1) The reactants are [NH2:1][C:2]1[CH:18]=[CH:17][CH:16]=[C:15]([CH3:19])[C:3]=1[C:4]([NH:6][CH:7]1[CH2:12][CH2:11][C:10](=[O:13])[NH:9][C:8]1=[O:14])=[O:5].[C:20](OCC)(OCC)(OCC)[CH3:21]. The catalyst is CN(C=O)C. The product is [CH3:20][C:21]1[N:6]([CH:7]2[CH2:12][CH2:11][C:10](=[O:13])[NH:9][C:8]2=[O:14])[C:4](=[O:5])[C:3]2[C:2](=[CH:18][CH:17]=[CH:16][C:15]=2[CH3:19])[N:1]=1. The yield is 0.430. (2) The reactants are [OH:1][C:2]([CH3:11])([CH2:8][CH2:9][CH3:10])[C:3]([O:5]CC)=[O:4].[Li+].[OH-]. The catalyst is CO. The product is [OH:1][C:2]([CH3:11])([CH2:8][CH2:9][CH3:10])[C:3]([OH:5])=[O:4]. The yield is 0.242. (3) The reactants are [C:1]([Cu])#[N:2].Br[C:5]1[CH:6]=[C:7]2[C:11](=[CH:12][CH:13]=1)[NH:10][C:9]([C:14]([O:16][CH2:17][CH3:18])=[O:15])=[CH:8]2.CCOC(C)=O.CCCCCC. The catalyst is CN(C=O)C. The product is [C:1]([C:5]1[CH:6]=[C:7]2[C:11](=[CH:12][CH:13]=1)[NH:10][C:9]([C:14]([O:16][CH2:17][CH3:18])=[O:15])=[CH:8]2)#[N:2]. The yield is 0.630. (4) The reactants are Cl.[CH3:2][C:3]1[S:12][C:11]2[NH:10][C:9]3[CH:13]=[CH:14][CH:15]=[CH:16][C:8]=3[N:7]=[C:6]([NH2:17])[C:5]=2[CH:4]=1.[OH-].[Na+].CO. The catalyst is O. The product is [CH3:2][C:3]1[S:12][C:11]2[NH:10][C:9]3[CH:13]=[CH:14][CH:15]=[CH:16][C:8]=3[N:7]=[C:6]([NH2:17])[C:5]=2[CH:4]=1. The yield is 0.920. (5) The reactants are Cl.[Cl:2][C:3]1[C:8]([Cl:9])=[CH:7][CH:6]=[CH:5][C:4]=1[C:10]1[N:11]=[C:12]([N:15]2[CH2:20][CH2:19][N:18](C(OC(C)(C)C)=O)[CH2:17][CH2:16]2)[S:13][CH:14]=1. The catalyst is C(OCC)(=O)C. The product is [Cl:2][C:3]1[C:8]([Cl:9])=[CH:7][CH:6]=[CH:5][C:4]=1[C:10]1[N:11]=[C:12]([N:15]2[CH2:20][CH2:19][NH:18][CH2:17][CH2:16]2)[S:13][CH:14]=1. The yield is 0.821. (6) The reactants are [CH3:1][O:2][C:3](=[O:47])[NH:4][C@@H:5]([CH:44]([CH3:46])[CH3:45])[C:6]([N:8]1[CH2:12][C@@H:11]([CH3:13])[CH2:10][C@H:9]1[C:14]1[NH:18][C:17]2[C:19]3[C:24]([CH:25]=[CH:26][C:16]=2[N:15]=1)=[CH:23][C:22]1[C:27]2[C:32]([CH2:33][O:34][C:21]=1[CH:20]=3)=[CH:31][C:30](B1OC(C)(C)C(C)(C)O1)=[CH:29][CH:28]=2)=[O:7].I[C:49]1[NH:53][C:52]([C@@H:54]2[CH2:58][C@H:57]([CH2:59][O:60][CH3:61])[CH2:56][N:55]2C(=O)[C@@H](NC(=O)OC)C(C)C)=[N:51][CH:50]=1.[C:73]([O-:76])([O-])=[O:74].[K+].[K+]. The catalyst is CS(C)=O.O1CCOCC1.C1C=CC([P]([Pd]([P](C2C=CC=CC=2)(C2C=CC=CC=2)C2C=CC=CC=2)([P](C2C=CC=CC=2)(C2C=CC=CC=2)C2C=CC=CC=2)[P](C2C=CC=CC=2)(C2C=CC=CC=2)C2C=CC=CC=2)(C2C=CC=CC=2)C2C=CC=CC=2)=CC=1.C1C=CC(P(C2C=CC=CC=2)[C-]2C=CC=C2)=CC=1.C1C=CC(P(C2C=CC=CC=2)[C-]2C=CC=C2)=CC=1.Cl[Pd]Cl.[Fe+2]. The product is [CH3:1][O:2][C:3]([NH:4][C@H:5]([C:6]([N:8]1[CH2:12][C@@H:11]([CH3:13])[CH2:10][C@H:9]1[C:14]1[NH:18][C:17]2[C:19]3[C:24]([CH:25]=[CH:26][C:16]=2[N:15]=1)=[CH:23][C:22]1[C:27]2[C:32]([CH2:33][O:34][C:21]=1[CH:20]=3)=[CH:31][C:30]([C:50]1[NH:51][C:52]([C@@H:54]3[CH2:58][C@H:57]([CH2:59][O:60][CH3:61])[CH2:56][N:55]3[C:73]([O:76][C:11]([CH3:13])([CH3:12])[CH3:10])=[O:74])=[N:53][CH:49]=1)=[CH:29][CH:28]=2)=[O:7])[CH:44]([CH3:45])[CH3:46])=[O:47]. The yield is 0.430.